This data is from NCI-60 drug combinations with 297,098 pairs across 59 cell lines. The task is: Regression. Given two drug SMILES strings and cell line genomic features, predict the synergy score measuring deviation from expected non-interaction effect. Synergy scores: CSS=59.0, Synergy_ZIP=17.4, Synergy_Bliss=16.1, Synergy_Loewe=3.71, Synergy_HSA=13.9. Drug 2: CNC(=O)C1=NC=CC(=C1)OC2=CC=C(C=C2)NC(=O)NC3=CC(=C(C=C3)Cl)C(F)(F)F. Drug 1: CC1(CCCN1)C2=NC3=C(C=CC=C3N2)C(=O)N. Cell line: SK-OV-3.